From a dataset of Full USPTO retrosynthesis dataset with 1.9M reactions from patents (1976-2016). Predict the reactants needed to synthesize the given product. (1) Given the product [F:11][C:12]1[CH:17]=[CH:16][C:15]([N:5]2[CH:6]=[CH:7][C:2]([I:1])=[C:3]([CH:9]=[O:10])[C:4]2=[O:8])=[CH:14][CH:13]=1, predict the reactants needed to synthesize it. The reactants are: [I:1][C:2]1[CH:7]=[CH:6][NH:5][C:4](=[O:8])[C:3]=1[CH:9]=[O:10].[F:11][C:12]1[CH:17]=[CH:16][C:15](B(O)O)=[CH:14][CH:13]=1.C(O)(=O)CCCCCCCCCCCCC.CC1C=CC=C(C)N=1. (2) Given the product [CH3:20][O:19][CH2:18][CH2:17][CH2:16][O:15][C:3]1[CH:4]=[C:5]([CH2:8][CH2:9][C:10]([O:12][CH2:13][CH3:14])=[O:11])[CH:6]=[CH:7][C:2]=1[O:1][S:35]([C:38]([F:41])([F:40])[F:39])(=[O:37])=[O:36], predict the reactants needed to synthesize it. The reactants are: [OH:1][C:2]1[CH:7]=[CH:6][C:5]([CH2:8][CH2:9][C:10]([O:12][CH2:13][CH3:14])=[O:11])=[CH:4][C:3]=1[O:15][CH2:16][CH2:17][CH2:18][O:19][CH3:20].C(N(CC)CC)C.C1C=CC(N([S:35]([C:38]([F:41])([F:40])[F:39])(=[O:37])=[O:36])[S:35]([C:38]([F:41])([F:40])[F:39])(=[O:37])=[O:36])=CC=1.[Cl-].[NH4+]. (3) Given the product [F:1][C:2]1[CH:7]=[C:6]([F:8])[CH:5]=[CH:4][C:3]=1[C:20]1[C:19]([N:14]2[CH2:15][CH2:16][CH2:17][CH2:18][C@@H:13]2[CH3:12])=[N:28][C:27]2[C:22](=[CH:23][CH:24]=[C:25]([C:29]([O:31][CH3:32])=[O:30])[CH:26]=2)[N:21]=1, predict the reactants needed to synthesize it. The reactants are: [F:1][C:2]1[CH:7]=[C:6]([F:8])[CH:5]=[CH:4][C:3]=1B(O)O.[CH3:12][C@H:13]1[CH2:18][CH2:17][CH2:16][CH2:15][N:14]1[C:19]1[C:20](OS(C(F)(F)F)(=O)=O)=[N:21][C:22]2[C:27]([N:28]=1)=[CH:26][C:25]([C:29]([O:31][CH3:32])=[O:30])=[CH:24][CH:23]=2.[O-]P([O-])([O-])=O.[K+].[K+].[K+]. (4) Given the product [C:1]([O:4][CH:5]([CH2:8][O:9][CH2:20][C:16]#[CH:17])[CH2:6][O:7][CH2:10][C:11]#[CH:12])(=[O:3])[CH3:2], predict the reactants needed to synthesize it. The reactants are: [C:1]([O:4][CH:5]([CH2:8][OH:9])[CH2:6][OH:7])(=[O:3])[CH3:2].[CH2:10](Br)[C:11]#[CH:12].[H-].[Na+].[CH2:16]1[CH2:20]OC[CH2:17]1. (5) Given the product [Br:1][C:2]1[CH:7]=[C:6]([CH2:8][NH:9][C:10]2[CH:18]=[CH:17][CH:16]=[CH:15][C:11]=2[C:12]([NH:29][C:24]2[CH:25]=[CH:26][C:27]3[C:22]([CH:23]=2)=[N:21][N:20]([CH3:19])[CH:28]=3)=[O:14])[CH:5]=[CH:4][N:3]=1, predict the reactants needed to synthesize it. The reactants are: [Br:1][C:2]1[CH:7]=[C:6]([CH2:8][NH:9][C:10]2[CH:18]=[CH:17][CH:16]=[CH:15][C:11]=2[C:12]([OH:14])=O)[CH:5]=[CH:4][N:3]=1.[CH3:19][N:20]1[CH:28]=[C:27]2[C:22]([CH:23]=[C:24]([NH2:29])[CH:25]=[CH:26]2)=[N:21]1.CN1CCOCC1.